This data is from Catalyst prediction with 721,799 reactions and 888 catalyst types from USPTO. The task is: Predict which catalyst facilitates the given reaction. (1) Reactant: CCN(C(C)C)C(C)C.[CH2:10]([OH:15])[CH2:11][CH2:12][CH:13]=[CH2:14].Cl[C:17](Cl)([O:19]C(=O)OC(Cl)(Cl)Cl)Cl.[OH-].[Na+].[NH2:30][C@H:31]([C:36]([OH:38])=[O:37])[C:32]([CH3:35])([CH3:34])[CH3:33]. Product: [CH3:33][C:32]([CH3:35])([CH3:34])[C@H:31]([NH:30][C:17]([O:15][CH2:10][CH2:11][CH2:12][CH:13]=[CH2:14])=[O:19])[C:36]([OH:38])=[O:37]. The catalyst class is: 12. (2) Reactant: [OH:1][C:2]1[CH:3]=[CH:4][C:5]([CH3:8])=[N:6][CH:7]=1.C([O-])([O-])=O.[K+].[K+].Br[CH2:16][C:17]([C:19]1([C:23]2[CH:28]=[CH:27][C:26]([Cl:29])=[CH:25][CH:24]=2)[CH2:22][CH2:21][CH2:20]1)=[O:18]. Product: [Cl:29][C:26]1[CH:25]=[CH:24][C:23]([C:19]2([C:17](=[O:18])[CH2:16][O:1][C:2]3[CH:7]=[N:6][C:5]([CH3:8])=[CH:4][CH:3]=3)[CH2:22][CH2:21][CH2:20]2)=[CH:28][CH:27]=1. The catalyst class is: 21. (3) Reactant: Br[CH2:2][C:3]([C:5]1[CH:10]=[CH:9][C:8]([F:11])=[CH:7][CH:6]=1)=O.[CH3:12][O:13][C:14](=[O:22])[C:15]1[CH:20]=[CH:19][C:18]([NH2:21])=[N:17][CH:16]=1. Product: [CH3:12][O:13][C:14]([C:15]1[CH:20]=[CH:19][C:18]2[N:17]([CH:2]=[C:3]([C:5]3[CH:10]=[CH:9][C:8]([F:11])=[CH:7][CH:6]=3)[N:21]=2)[CH:16]=1)=[O:22]. The catalyst class is: 12. (4) The catalyst class is: 6. Product: [CH2:1]([C:3]1[N:7]([C:8]2[C:16]3[O:15][CH2:14][C@@H:13]([NH:17][C:18]4[CH:30]=[CH:29][C:21]5[C@H:22]([CH2:25][C:26]([O-:28])=[O:27])[CH2:23][O:24][C:20]=5[CH:19]=4)[C:12]=3[CH:11]=[CH:10][CH:9]=2)[C:6]2[CH:31]=[C:32]([O:35][CH3:36])[CH:33]=[CH:34][C:5]=2[N:4]=1)[CH3:2].[Na+:38]. Reactant: [CH2:1]([C:3]1[N:7]([C:8]2[C:16]3[O:15][CH2:14][C@@H:13]([NH:17][C:18]4[CH:30]=[CH:29][C:21]5[C@H:22]([CH2:25][C:26]([OH:28])=[O:27])[CH2:23][O:24][C:20]=5[CH:19]=4)[C:12]=3[CH:11]=[CH:10][CH:9]=2)[C:6]2[CH:31]=[C:32]([O:35][CH3:36])[CH:33]=[CH:34][C:5]=2[N:4]=1)[CH3:2].[OH-].[Na+:38].C(#N)C. (5) Reactant: Br[C:2]1[CH:3]=[CH:4][C:5]([O:8][CH2:9][CH:10]2[CH2:15][CH2:14][N:13]([CH2:16][C:17]3([C:20]([F:23])([F:22])[F:21])[CH2:19][CH2:18]3)[CH2:12][CH2:11]2)=[N:6][CH:7]=1.[CH3:24][S:25]([C:28]1[CH:33]=[CH:32][C:31](B(O)O)=[CH:30][CH:29]=1)(=[O:27])=[O:26].C([O-])([O-])=O.[Cs+].[Cs+].O1CCOCC1. Product: [CH3:24][S:25]([C:28]1[CH:33]=[CH:32][C:31]([C:2]2[CH:3]=[CH:4][C:5]([O:8][CH2:9][CH:10]3[CH2:15][CH2:14][N:13]([CH2:16][C:17]4([C:20]([F:23])([F:22])[F:21])[CH2:19][CH2:18]4)[CH2:12][CH2:11]3)=[N:6][CH:7]=2)=[CH:30][CH:29]=1)(=[O:27])=[O:26]. The catalyst class is: 6.